Dataset: Forward reaction prediction with 1.9M reactions from USPTO patents (1976-2016). Task: Predict the product of the given reaction. (1) Given the reactants [CH3:1][C@@H:2]1[C@@H:13]([C:14]2[CH:19]=[CH:18][CH:17]=[CH:16][CH:15]=2)[NH:12][C:11](=[O:20])[CH2:10][CH2:9][CH:8]=[CH:7][CH2:6][C@@H:5]([NH:21][C:22](=O)[O:23]C(C)(C)C)[C:4](=[O:29])[O:3]1.[C:30](OC(N[C@H](CC=C)C(O[C@H](C)[C@H](NC(=O)CCC=C)C1C=CC=CC=1)=O)=O)(C)(C)C.FC(F)(F)C(O)=O.C([SiH](CC)CC)C.C(N(CC)CC)C.CC(OCC1C2C(=CC=CC=2)C(COC(C)=O)=C2C=1C=CC=C2)=O, predict the reaction product. The product is: [CH3:1][C@@H:2]1[C@@H:13]([C:14]2[CH:19]=[CH:18][CH:17]=[CH:16][CH:15]=2)[NH:12][C:11](=[O:20])[CH2:10][CH2:9][CH:8]=[CH:7][CH2:6][C@@H:5]([NH:21][C:22](=[O:23])[CH3:30])[C:4](=[O:29])[O:3]1. (2) Given the reactants [CH:1]1[C:6]([C:7]2[C:16](=[O:17])[C:15]3[C:14]([OH:18])=[CH:13][C:12]([OH:19])=[CH:11][C:10]=3[O:9][CH:8]=2)=[CH:5][CH:4]=[C:3]([OH:20])[CH:2]=1.[CH2:21]([OH:97])[C@H:22]1[O:27][C@@H:26]2[O:28][C@H:29]3[C@H:34]([OH:35])[C@@H:33]([OH:36])[C@@H:32]([O:37][C@H:38]4[C@H:43]([OH:44])[C@@H:42]([OH:45])[C@@H:41]([O:46][C@H:47]5[C@H:52]([OH:53])[C@@H:51]([OH:54])[C@@H:50]([O:55][C@H:56]6[C@H:61]([OH:62])[C@@H:60]([OH:63])[C@@H:59]([O:64][C@H:65]7[C@H:70]([OH:71])[C@@H:69]([OH:72])[C@@H:68]([O:73][C@H:74]8[C@H:80]([OH:81])[C@@H:79]([OH:82])[C@@H:77]([O:78][C@H:23]1[C@H:24]([OH:96])[C@H:25]2[OH:95])[O:76][C@@H:75]8[CH2:83][OH:84])[O:67][C@@H:66]7[CH2:85][OH:86])[O:58][C@@H:57]6[CH2:87][OH:88])[O:49][C@@H:48]5[CH2:89][OH:90])[O:40][C@@H:39]4[CH2:91][OH:92])[O:31][C@@H:30]3[CH2:93][OH:94].[O:98]=[C:99]1[O:105][C@H:104]([C@H:106]([CH2:108][OH:109])[OH:107])[C:102]([OH:103])=[C:100]1[OH:101], predict the reaction product. The product is: [CH:5]1[C:6]([C:7]2[C:16](=[O:17])[C:15]3[C:14]([OH:18])=[CH:13][C:12]([OH:19])=[CH:11][C:10]=3[O:9][CH:8]=2)=[CH:1][CH:2]=[C:3]([OH:20])[CH:4]=1.[CH2:87]([OH:88])[C@H:57]1[O:58][C@@H:59]2[O:64][C@H:65]3[C@H:70]([OH:71])[C@@H:69]([OH:72])[C@@H:68]([O:73][C@H:74]4[C@H:80]([OH:81])[C@@H:79]([OH:82])[C@@H:77]([O:78][C@H:23]5[C@H:24]([OH:96])[C@@H:25]([OH:95])[C@@H:26]([O:28][C@H:29]6[C@H:34]([OH:35])[C@@H:33]([OH:36])[C@@H:32]([O:37][C@H:38]7[C@H:43]([OH:44])[C@@H:42]([OH:45])[C@@H:41]([O:46][C@H:47]8[C@H:52]([OH:53])[C@@H:51]([OH:54])[C@@H:50]([O:55][C@H:56]1[C@H:61]([OH:62])[C@H:60]2[OH:63])[O:49][C@@H:48]8[CH2:89][OH:90])[O:40][C@@H:39]7[CH2:91][OH:92])[O:31][C@@H:30]6[CH2:93][OH:94])[O:27][C@@H:22]5[CH2:21][OH:97])[O:76][C@@H:75]4[CH2:83][OH:84])[O:67][C@@H:66]3[CH2:85][OH:86].[O:98]=[C:99]1[O:105][C@H:104]([C@H:106]([CH2:108][OH:109])[OH:107])[C:102]([OH:103])=[C:100]1[OH:101].[CH:5]1[C:6]([C:7]2[C:16](=[O:17])[C:15]3[C:14]([OH:18])=[CH:13][C:12]([OH:19])=[CH:11][C:10]=3[O:9][CH:8]=2)=[CH:1][CH:2]=[C:3]([OH:20])[CH:4]=1. (3) Given the reactants C(Cl)(=O)C(Cl)=O.CS(C)=O.[OH:11][CH:12]1[CH2:15][CH:14]([C:16]([O:18][CH3:19])=[O:17])[CH2:13]1, predict the reaction product. The product is: [O:11]=[C:12]1[CH2:15][CH:14]([C:16]([O:18][CH3:19])=[O:17])[CH2:13]1. (4) The product is: [C:1]([Si:5]([O:8][CH2:9][C@@H:10]1[C@H:17]2[O:16][C:15]([CH3:19])([CH3:18])[O:14][C@H:13]2[C@@H:12]2[O:28][C@H:11]12)([CH3:7])[CH3:6])([CH3:4])([CH3:2])[CH3:3]. Given the reactants [C:1]([Si:5]([O:8][CH2:9][C@@H:10]1[C@@H:17]2[C@@H:13]([O:14][C:15]([CH3:19])([CH3:18])[O:16]2)[CH:12]=[CH:11]1)([CH3:7])[CH3:6])([CH3:4])([CH3:3])[CH3:2].C1C=C(Cl)C=C(C(OO)=[O:28])C=1, predict the reaction product. (5) The product is: [ClH:31].[ClH:31].[CH2:27]([N:10]([CH2:9][CH2:8][NH2:7])[C:11]([CH:13]1[CH2:18][CH2:17][N:16]([C:19]2[CH:24]=[CH:23][C:22](=[O:25])[N:21]([CH3:26])[N:20]=2)[CH2:15][CH2:14]1)=[O:12])[CH:28]=[CH2:29]. Given the reactants C(OC(=O)[NH:7][CH2:8][CH2:9][N:10]([CH2:27][CH:28]=[CH2:29])[C:11]([CH:13]1[CH2:18][CH2:17][N:16]([C:19]2[CH:24]=[CH:23][C:22](=[O:25])[N:21]([CH3:26])[N:20]=2)[CH2:15][CH2:14]1)=[O:12])(C)(C)C.[ClH:31], predict the reaction product. (6) Given the reactants [Cl:1][C:2]1[N:10]=[C:9]2[C:5]([NH:6][CH:7]=[N:8]2)=[C:4]([Cl:11])[N:3]=1.[CH:12](O)([CH3:14])[CH3:13].C1(P(C2C=CC=CC=2)C2C=CC=CC=2)C=CC=CC=1, predict the reaction product. The product is: [Cl:1][C:2]1[N:10]=[C:9]2[C:5]([N:6]=[CH:7][N:8]2[CH:12]([CH3:14])[CH3:13])=[C:4]([Cl:11])[N:3]=1. (7) Given the reactants [CH3:1][N:2]([CH2:4][CH:5]1[CH2:14][C:13]2[C:8](=[CH:9][C:10]([OH:15])=[CH:11][CH:12]=2)[NH:7][CH2:6]1)[CH3:3].[C:16]1([C:24]2[CH:29]=[CH:28][CH:27]=[CH:26][CH:25]=2)[CH:21]=[CH:20][C:19]([CH2:22]O)=[CH:18][CH:17]=1.C1(P(C2C=CC=CC=2)C2C=CC=CC=2)C=CC=CC=1.N(C(OCC)=O)=NC(OCC)=O.[ClH:61], predict the reaction product. The product is: [ClH:61].[C:16]1([C:24]2[CH:25]=[CH:26][CH:27]=[CH:28][CH:29]=2)[CH:17]=[CH:18][C:19]([CH2:22][O:15][C:10]2[CH:9]=[C:8]3[C:13]([CH2:14][CH:5]([CH2:4][N:2]([CH3:1])[CH3:3])[CH2:6][NH:7]3)=[CH:12][CH:11]=2)=[CH:20][CH:21]=1.